This data is from CYP3A4 inhibition data for predicting drug metabolism from PubChem BioAssay. The task is: Regression/Classification. Given a drug SMILES string, predict its absorption, distribution, metabolism, or excretion properties. Task type varies by dataset: regression for continuous measurements (e.g., permeability, clearance, half-life) or binary classification for categorical outcomes (e.g., BBB penetration, CYP inhibition). Dataset: cyp3a4_veith. The molecule is O=S(=O)(Nc1ccc(Cc2ccncc2)cc1)c1cccs1. The result is 1 (inhibitor).